From a dataset of Forward reaction prediction with 1.9M reactions from USPTO patents (1976-2016). Predict the product of the given reaction. (1) Given the reactants [ClH:1].C(OC([N:7]1[CH:12]2[CH2:13][CH2:14][CH2:15][CH:8]1[CH2:9][CH:10]([CH2:16][C:17]([OH:19])=[O:18])[CH2:11]2)=O)C, predict the reaction product. The product is: [ClH:1].[CH:8]12[NH:7][CH:12]([CH2:13][CH2:14][CH2:15]1)[CH2:11][CH:10]([CH2:16][C:17]([OH:19])=[O:18])[CH2:9]2. (2) Given the reactants [C:1]([NH:8][CH:9]1[CH2:14][CH2:13][NH:12][CH2:11][CH2:10]1)([O:3][C:4]([CH3:7])([CH3:6])[CH3:5])=[O:2].C(N(CC)CC)C.[CH:22]([O:25][C:26](Cl)=[O:27])([CH3:24])[CH3:23], predict the reaction product. The product is: [CH:22]([O:25][C:26]([N:12]1[CH2:13][CH2:14][CH:9]([NH:8][C:1]([O:3][C:4]([CH3:7])([CH3:6])[CH3:5])=[O:2])[CH2:10][CH2:11]1)=[O:27])([CH3:24])[CH3:23].